From a dataset of Full USPTO retrosynthesis dataset with 1.9M reactions from patents (1976-2016). Predict the reactants needed to synthesize the given product. (1) The reactants are: C([O:3][C:4]([C:6]1[C:7]2[CH2:14][CH2:13][CH2:12][C:11](=[O:15])[C:8]=2[S:9][CH:10]=1)=[O:5])C.[OH-].[Na+].O.Cl. Given the product [O:15]=[C:11]1[C:8]2[S:9][CH:10]=[C:6]([C:4]([OH:5])=[O:3])[C:7]=2[CH2:14][CH2:13][CH2:12]1, predict the reactants needed to synthesize it. (2) Given the product [Cl:1][C:2]1[CH:3]=[CH:4][C:5]2[N:6]([C:8]([CH:11]([C:14]3[CH:15]=[C:16]4[C:21](=[CH:22][C:23]=3[F:24])[N:20]=[CH:19][CH:18]=[CH:17]4)[CH3:12])=[CH:9][N:10]=2)[N:7]=1, predict the reactants needed to synthesize it. The reactants are: [Cl:1][C:2]1[CH:3]=[CH:4][C:5]2[N:6]([C:8]([C:11]([C:14]3[CH:15]=[C:16]4[C:21](=[CH:22][C:23]=3[F:24])[N:20]=[CH:19][CH:18]=[CH:17]4)(O)[CH3:12])=[CH:9][N:10]=2)[N:7]=1.II.O[PH2]=O. (3) Given the product [CH:1]1([C:6]2[CH:15]=[C:14]3[C:9]([C:10](=[O:18])[CH2:11][C:12]([CH3:17])([CH3:16])[O:13]3)=[C:8]([O:19][CH3:20])[C:7]=2[CH:21]=[O:22])[CH2:2][CH2:3][CH2:4][CH2:5]1, predict the reactants needed to synthesize it. The reactants are: [CH:1]1([C:6]2[CH:15]=[C:14]3[C:9]([C:10](=[O:18])[CH2:11][C:12]([CH3:17])([CH3:16])[O:13]3)=[C:8]([O:19][CH3:20])[C:7]=2[CH:21]=[O:22])[CH2:5][CH2:4][CH:3]=[CH:2]1.C1(C2C=C3C(C(=O)CC(C)(C)O3)=C(OC)C=2C=O)CC=CC1.[H][H]. (4) The reactants are: [Cl:1][C:2]1[CH:8]=[C:7]([F:9])[C:6]([CH3:10])=[CH:5][C:3]=1[NH2:4].[CH3:11][CH2:12][C:13](=[S:15])C.[CH2:16](N(CC)CC)C. Given the product [Cl:1][C:2]1[CH:8]=[C:7]([F:9])[C:6]([CH3:10])=[C:5]2[C:3]=1[NH:4][C:12]([CH3:11])=[C:13]2[S:15][CH3:16], predict the reactants needed to synthesize it. (5) Given the product [CH3:17][N:14]1[CH2:15][CH2:16][C:10]2([CH2:11][NH:8][CH2:9]2)[CH2:12][CH2:13]1, predict the reactants needed to synthesize it. The reactants are: C(OC([N:8]1[CH2:11][C:10]2([CH2:16][CH2:15][N:14]([CH3:17])[CH2:13][CH2:12]2)[CH2:9]1)=O)(C)(C)C.C(O)(C(F)(F)F)=O. (6) Given the product [NH2:29][C:26]1[S:27][CH:28]=[C:24]([C:23]2[C:17]3[S:16][C:15]([NH:14][C:12](=[O:13])[C:11]4[CH:10]=[CH:9][C:8]([CH2:7][N:5]([CH2:4][CH2:3][O:2][CH3:1])[CH3:6])=[CH:52][CH:51]=4)=[N:19][C:18]=3[C:20]([O:49][CH3:50])=[CH:21][CH:22]=2)[N:25]=1, predict the reactants needed to synthesize it. The reactants are: [CH3:1][O:2][CH2:3][CH2:4][N:5]([CH2:7][C:8]1[CH:52]=[CH:51][C:11]([C:12]([NH:14][C:15]2[S:16][C:17]3[C:23]([C:24]4[N:25]=[C:26]([NH:29]C(C5C=CC=CC=5)(C5C=CC=CC=5)C5C=CC=CC=5)[S:27][CH:28]=4)=[CH:22][CH:21]=[C:20]([O:49][CH3:50])[C:18]=3[N:19]=2)=[O:13])=[CH:10][CH:9]=1)[CH3:6].Cl. (7) Given the product [NH2:41][C:40]1[C:36]([C:32]2[N:33]([CH2:34][CH3:35])[C:21]3[CH:20]=[C:19]([C:15]4[CH:16]=[CH:17][CH:18]=[C:13]([O:12][CH2:11][CH2:10][CH2:9][NH2:5])[CH:14]=4)[N:24]=[C:23]([C:25]#[C:26][C:27]([CH3:28])([OH:30])[CH3:29])[C:22]=3[N:31]=2)=[N:37][O:38][N:39]=1, predict the reactants needed to synthesize it. The reactants are: CC([N:5]([CH2:9][CH2:10][CH2:11][O:12][C:13]1[CH:18]=[CH:17][CH:16]=[C:15]([C:19]2[N:24]=[C:23]([C:25]#[C:26][C:27]([OH:30])([CH3:29])[CH3:28])[C:22]3[N:31]=[C:32]([C:36]4[C:40]([NH2:41])=[N:39][O:38][N:37]=4)[N:33]([CH2:34][CH3:35])[C:21]=3[CH:20]=2)[CH:14]=1)C(=O)[O-])(C)C. (8) Given the product [N+:8]([C:5]1[CH:6]=[CH:7][C:2]([N:11]2[CH2:16][CH2:15][S:14][CH2:13][CH2:12]2)=[CH:3][CH:4]=1)([O-:10])=[O:9], predict the reactants needed to synthesize it. The reactants are: F[C:2]1[CH:7]=[CH:6][C:5]([N+:8]([O-:10])=[O:9])=[CH:4][CH:3]=1.[NH:11]1[CH2:16][CH2:15][S:14][CH2:13][CH2:12]1.C([O-])([O-])=O.[K+].[K+]. (9) Given the product [C:18]([N:5]1[C:6]2[C:11](=[CH:10][C:9]([N:12]3[CH2:13][CH2:14][O:15][CH2:16][CH2:17]3)=[CH:8][CH:7]=2)[C@H:2]([NH:1][C:54]2[CH:61]=[CH:60][C:57]([C:58]#[N:59])=[CH:56][N:55]=2)[C@@H:3]([CH3:24])[C@@H:4]1[CH:21]1[CH2:23][CH2:22]1)(=[O:20])[CH3:19], predict the reactants needed to synthesize it. The reactants are: [NH2:1][C@H:2]1[C:11]2[C:6](=[CH:7][CH:8]=[C:9]([N:12]3[CH2:17][CH2:16][O:15][CH2:14][CH2:13]3)[CH:10]=2)[N:5]([C:18](=[O:20])[CH3:19])[C@@H:4]([CH:21]2[CH2:23][CH2:22]2)[C@@H:3]1[CH3:24].CN(C1C(C2C(P(C3CCCCC3)C3CCCCC3)=CC=CC=2)=CC=CC=1)C.Br[C:54]1[CH:61]=[CH:60][C:57]([C:58]#[N:59])=[CH:56][N:55]=1.CC(C)([O-])C.[Na+]. (10) Given the product [F:15][C:2]([F:1])([F:16])[C:3]1[CH:4]=[C:5]2[C:9](=[CH:10][CH:11]=1)[NH:8][C:7]([CH2:12][OH:13])=[CH:6]2, predict the reactants needed to synthesize it. The reactants are: [F:1][C:2]([F:16])([F:15])[C:3]1[CH:4]=[C:5]2[C:9](=[CH:10][CH:11]=1)[NH:8][C:7]([C:12](O)=[O:13])=[CH:6]2.[H-].[Al+3].[Li+].[H-].[H-].[H-].